This data is from Reaction yield outcomes from USPTO patents with 853,638 reactions. The task is: Predict the reaction yield, written as a fraction of the theoretical maximum amount of product (1.0 means a 100% yield; for example, 0.34 means a 34% yield). The reactants are Br[C:2]1[CH:3]=[C:4]([C:14]([NH:16][CH2:17][C:18]2[C:19](=[O:26])[NH:20][C:21]([CH3:25])=[CH:22][C:23]=2[CH3:24])=[O:15])[C:5]2[CH:10]=[N:9][N:8]([CH:11]([CH3:13])[CH3:12])[C:6]=2[N:7]=1.[CH3:27][N:28]1[CH2:33][CH2:32][N:31]([C:34]2[CH:39]=[CH:38][C:37](B3OC(C)(C)C(C)(C)O3)=[CH:36][N:35]=2)[CH2:30][CH2:29]1.C([O-])([O-])=O.[Na+].[Na+].CCOC(C)=O. The yield is 0.300. The catalyst is O1CCOCC1.O.C1C=CC([P]([Pd]([P](C2C=CC=CC=2)(C2C=CC=CC=2)C2C=CC=CC=2)([P](C2C=CC=CC=2)(C2C=CC=CC=2)C2C=CC=CC=2)[P](C2C=CC=CC=2)(C2C=CC=CC=2)C2C=CC=CC=2)(C2C=CC=CC=2)C2C=CC=CC=2)=CC=1. The product is [CH3:24][C:23]1[CH:22]=[C:21]([CH3:25])[NH:20][C:19](=[O:26])[C:18]=1[CH2:17][NH:16][C:14]([C:4]1[C:5]2[CH:10]=[N:9][N:8]([CH:11]([CH3:13])[CH3:12])[C:6]=2[N:7]=[C:2]([C:37]2[CH:36]=[N:35][C:34]([N:31]3[CH2:30][CH2:29][N:28]([CH3:27])[CH2:33][CH2:32]3)=[CH:39][CH:38]=2)[CH:3]=1)=[O:15].